Dataset: Forward reaction prediction with 1.9M reactions from USPTO patents (1976-2016). Task: Predict the product of the given reaction. The product is: [NH2:1][C:4]1[CH:5]=[C:6]([CH2:10][CH2:11][S:12]([NH2:15])(=[O:13])=[O:14])[CH:7]=[CH:8][CH:9]=1. Given the reactants [N+:1]([C:4]1[CH:5]=[C:6]([CH2:10][CH2:11][S:12]([NH2:15])(=[O:14])=[O:13])[CH:7]=[CH:8][CH:9]=1)([O-])=O.[H][H], predict the reaction product.